From a dataset of CYP2D6 substrate classification data from Carbon-Mangels et al.. Regression/Classification. Given a drug SMILES string, predict its absorption, distribution, metabolism, or excretion properties. Task type varies by dataset: regression for continuous measurements (e.g., permeability, clearance, half-life) or binary classification for categorical outcomes (e.g., BBB penetration, CYP inhibition). Dataset: cyp2d6_substrate_carbonmangels. (1) The drug is OCCN1CCN(CCCN2c3ccccc3Sc3ccc(C(F)(F)F)cc32)CC1. The result is 1 (substrate). (2) The compound is CC(C)(C)c1ccc(C(=O)CCCN2CCC(OC(c3ccccc3)c3ccccc3)CC2)cc1. The result is 0 (non-substrate). (3) The molecule is CCC[C@H]1C(=O)N2C(N(C)C)=Nc3ccc(C)cc3N2C1=O. The result is 0 (non-substrate). (4) The drug is Cc1ccc(S(=O)(=O)NC(=O)NN2C[C@H]3CCC[C@H]3C2)cc1. The result is 0 (non-substrate). (5) The compound is CC1(C)O[C@@H]2CO[C@@]3(COS(N)(=O)=O)OC(C)(C)O[C@H]3[C@@H]2O1. The result is 0 (non-substrate). (6) The drug is CCOc1ccccc1O[C@H](c1ccccc1)[C@H]1CNCCO1. The result is 0 (non-substrate). (7) The compound is O=c1[nH]c(=O)n([C@@H]2CCCO2)cc1F. The result is 0 (non-substrate). (8) The compound is CN(C)CCc1c[nH]c2ccc(C[C@H]3COC(=O)N3)cc12. The result is 0 (non-substrate). (9) The molecule is Cc1ccnc(NS(=O)(=O)c2ccc(N)cc2)n1. The result is 0 (non-substrate). (10) The molecule is COc1ccc(-c2cc(=O)c3c(O)cc(O[C@@H]4O[C@H](CO[C@@H]5O[C@@H](C)[C@H](O)[C@@H](O)[C@H]5O)[C@@H](O)[C@H](O)[C@H]4O)cc3o2)cc1O. The result is 0 (non-substrate).